Regression. Given a peptide amino acid sequence and an MHC pseudo amino acid sequence, predict their binding affinity value. This is MHC class I binding data. From a dataset of Peptide-MHC class I binding affinity with 185,985 pairs from IEDB/IMGT. (1) The peptide sequence is MLRLWWIPY. The MHC is HLA-A11:01 with pseudo-sequence HLA-A11:01. The binding affinity (normalized) is 0.0847. (2) The peptide sequence is AIAANIIGI. The MHC is H-2-Db with pseudo-sequence H-2-Db. The binding affinity (normalized) is 0.362. (3) The MHC is HLA-B58:01 with pseudo-sequence HLA-B58:01. The peptide sequence is MSDLTFSEE. The binding affinity (normalized) is 0.0847. (4) The peptide sequence is DTGKKELALT. The MHC is HLA-A02:01 with pseudo-sequence HLA-A02:01. The binding affinity (normalized) is 0.313. (5) The peptide sequence is RARKRGITM. The MHC is HLA-A30:01 with pseudo-sequence HLA-A30:01. The binding affinity (normalized) is 1.00.